The task is: Predict the reaction yield, written as a fraction of the theoretical maximum amount of product (1.0 means a 100% yield; for example, 0.34 means a 34% yield).. This data is from Reaction yield outcomes from USPTO patents with 853,638 reactions. (1) The reactants are [NH2:1][C@H:2]([CH2:10][OH:11])[CH2:3][C:4]1[CH:9]=[CH:8][CH:7]=[CH:6][CH:5]=1.[CH:12](=O)[C:13]1[CH:18]=[CH:17][CH:16]=[CH:15][CH:14]=1.[H][H]. The catalyst is C(O)C.[Pt]. The product is [CH2:12]([NH:1][C@H:2]([CH2:10][OH:11])[CH2:3][C:4]1[CH:5]=[CH:6][CH:7]=[CH:8][CH:9]=1)[C:13]1[CH:18]=[CH:17][CH:16]=[CH:15][CH:14]=1. The yield is 0.480. (2) The reactants are [C:1]([C:5]1[NH:6][C:7]2[C:12]([CH:13]=1)=[CH:11][CH:10]=[C:9]([N+:14]([O-])=O)[CH:8]=2)([CH3:4])([CH3:3])[CH3:2]. The catalyst is CO.[Ni]. The product is [C:1]([C:5]1[NH:6][C:7]2[C:12]([CH:13]=1)=[CH:11][CH:10]=[C:9]([NH2:14])[CH:8]=2)([CH3:4])([CH3:2])[CH3:3]. The yield is 0.890. (3) The reactants are [CH2:1]([NH:4][C:5]1[C:6]2[S:14][CH:13]=[C:12]([CH2:15][CH2:16][CH3:17])[C:7]=2[N:8]=[C:9](Cl)[N:10]=1)[CH:2]=[CH2:3].[CH2:18]([NH2:21])[CH:19]=[CH2:20].C(=O)([O-])O.[Na+]. No catalyst specified. The product is [CH2:18]([NH:21][C:9]1[N:10]=[C:5]([NH:4][CH2:1][CH:2]=[CH2:3])[C:6]2[S:14][CH:13]=[C:12]([CH2:15][CH2:16][CH3:17])[C:7]=2[N:8]=1)[CH:19]=[CH2:20]. The yield is 0.569. (4) The reactants are [Na].[C:2]([C:6]1[C:7](Cl)=[N:8][C:9](Cl)=[N:10][C:11]=1[Cl:12])([CH3:5])([CH3:4])[CH3:3].[CH2:15]([OH:22])[C:16]1[CH:21]=[CH:20][CH:19]=[CH:18][CH:17]=1. No catalyst specified. The product is [CH2:15]([O:22][C:9]1[N:8]=[C:7]([O:22][CH2:15][C:16]2[CH:21]=[CH:20][CH:19]=[CH:18][CH:17]=2)[C:6]([C:2]([CH3:5])([CH3:4])[CH3:3])=[C:11]([Cl:12])[N:10]=1)[C:16]1[CH:21]=[CH:20][CH:19]=[CH:18][CH:17]=1. The yield is 0.900. (5) The yield is 0.280. The catalyst is C(O)(=O)C. The reactants are C([O:3][CH:4](OCC)[CH2:5][O:6][C:7]1[C:14]([O:15][CH3:16])=[CH:13][C:12]([O:17][CH3:18])=[CH:11][C:8]=1[CH:9]=O)C. The product is [CH3:18][O:17][C:12]1[CH:13]=[C:14]([O:15][CH3:16])[C:7]2[O:6][C:5]([CH:4]=[O:3])=[CH:9][C:8]=2[CH:11]=1. (6) The yield is 0.910. The reactants are [CH3:1][O:2][CH2:3][C:4]([NH:6][C:7]1[CH:8]=[C:9]2[C:13](=[CH:14][CH:15]=1)[CH2:12][CH2:11][CH2:10]2)=[O:5].C(O)(=O)C.[Br:20]Br. The catalyst is O. The product is [CH3:1][O:2][CH2:3][C:4]([NH:6][C:7]1[CH:8]=[C:9]2[C:13](=[CH:14][C:15]=1[Br:20])[CH2:12][CH2:11][CH2:10]2)=[O:5]. (7) The reactants are [Cl:1][C:2]1[C:10]2[N:9]=[C:8]3[N:11]([C:16]4[CH:21]=[CH:20][C:19]([O:22][CH3:23])=[CH:18][C:17]=4[Cl:24])[CH2:12][CH2:13][CH2:14][CH2:15][N:7]3[C:6]=2[C:5]([CH2:25][OH:26])=[CH:4][CH:3]=1.CC(OI1(OC(C)=O)(OC(C)=O)OC(=O)C2C=CC=CC1=2)=O. The catalyst is C(#N)C.C(OCC)(=O)C. The product is [Cl:1][C:2]1[CH:3]=[CH:4][C:5]([CH:25]=[O:26])=[C:6]2[C:10]=1[N:9]=[C:8]1[N:11]([C:16]3[CH:21]=[CH:20][C:19]([O:22][CH3:23])=[CH:18][C:17]=3[Cl:24])[CH2:12][CH2:13][CH2:14][CH2:15][N:7]21. The yield is 0.850. (8) The reactants are [C:1]([C:4]1[CH:5]=[C:6]([CH:10]=[C:11]([Br:14])[C:12]=1[OH:13])[C:7]([OH:9])=[O:8])(=[O:3])[CH3:2].S(Cl)(Cl)=O.[CH3:19]O. No catalyst specified. The product is [C:1]([C:4]1[CH:5]=[C:6]([CH:10]=[C:11]([Br:14])[C:12]=1[OH:13])[C:7]([O:9][CH3:19])=[O:8])(=[O:3])[CH3:2]. The yield is 0.427.